This data is from NCI-60 drug combinations with 297,098 pairs across 59 cell lines. The task is: Regression. Given two drug SMILES strings and cell line genomic features, predict the synergy score measuring deviation from expected non-interaction effect. Synergy scores: CSS=24.1, Synergy_ZIP=-11.1, Synergy_Bliss=-5.44, Synergy_Loewe=-2.34, Synergy_HSA=-0.213. Drug 1: C1=CC(=CC=C1CCC2=CNC3=C2C(=O)NC(=N3)N)C(=O)NC(CCC(=O)O)C(=O)O. Drug 2: C1CCC(C(C1)N)N.C(=O)(C(=O)[O-])[O-].[Pt+4]. Cell line: A498.